This data is from Reaction yield outcomes from USPTO patents with 853,638 reactions. The task is: Predict the reaction yield, written as a fraction of the theoretical maximum amount of product (1.0 means a 100% yield; for example, 0.34 means a 34% yield). (1) The reactants are [F:1][C:2]([F:17])([F:16])[C:3]([NH:5][CH2:6][CH2:7][NH:8]C(=O)OC(C)(C)C)=[O:4].[F:18][C:19]([F:24])([F:23])[C:20]([OH:22])=[O:21]. No catalyst specified. The product is [F:18][C:19]([F:24])([F:23])[C:20]([OH:22])=[O:21].[NH2:8][CH2:7][CH2:6][NH:5][C:3](=[O:4])[C:2]([F:17])([F:16])[F:1]. The yield is 0.990. (2) The reactants are [F:1][C:2]([F:39])([F:38])[C:3]1[CH:4]=[C:5]([C:13]([CH3:37])([CH3:36])[C:14]([N:16]([C:18]2[CH:19]=[N:20][C:21]([NH:31][CH2:32][CH2:33]SC)=[CH:22][C:23]=2[C:24]2[CH:29]=[CH:28][CH:27]=[CH:26][C:25]=2[Cl:30])[CH3:17])=[O:15])[CH:6]=[C:7]([C:9]([F:12])([F:11])[F:10])[CH:8]=1.[OH:40][S:41]([O-:44])(=O)=O.OS(O[O-])(=O)=O.OS(O[O-])(=O)=O.[O-]S([O-])(=O)=O.[K+].[K+].[K+].[K+].[K+].[CH3:67]O. No catalyst specified. The product is [F:39][C:2]([F:1])([F:38])[C:3]1[CH:4]=[C:5]([C:13]([CH3:37])([CH3:36])[C:14]([N:16]([C:18]2[CH:19]=[N:20][C:21]([NH:31][CH2:32][CH2:33][S:41]([CH3:67])(=[O:44])=[O:40])=[CH:22][C:23]=2[C:24]2[CH:29]=[CH:28][CH:27]=[CH:26][C:25]=2[Cl:30])[CH3:17])=[O:15])[CH:6]=[C:7]([C:9]([F:11])([F:12])[F:10])[CH:8]=1. The yield is 0.550. (3) The reactants are [N+:1]([CH2:4][CH:5]1[C:12]2[CH:11]=[CH:10][S:9][C:8]=2[C:7](=O)[CH2:6]1)([O-])=O.[H-].[H-].[H-].[H-].[Li+].[Al+3]. The catalyst is C1COCC1. The product is [S:9]1[CH:10]=[CH:11][C:12]2[CH:5]([CH2:4][NH2:1])[CH2:6][CH2:7][C:8]1=2. The yield is 0.720. (4) The reactants are [C:1]([NH:6][CH2:7][C:8]([NH:10][CH2:11][C:12]([OH:14])=[O:13])=[O:9])(=[O:5])[C:2]([CH3:4])=[CH2:3].[CH:15]1[C:20]([N+:21]([O-:23])=[O:22])=[CH:19][CH:18]=[C:17](O)[CH:16]=1.C1(N=C=NC2CCCCC2)CCCCC1. The catalyst is [Al].CN(C=O)C. The product is [N+:21]([C:20]1[CH:15]=[CH:16][C:17]([O:13][C:12](=[O:14])[CH2:11][NH:10][C:8](=[O:9])[CH2:7][NH:6][C:1](=[O:5])[C:2]([CH3:4])=[CH2:3])=[CH:18][CH:19]=1)([O-:23])=[O:22]. The yield is 0.580.